From a dataset of Reaction yield outcomes from USPTO patents with 853,638 reactions. Predict the reaction yield, written as a fraction of the theoretical maximum amount of product (1.0 means a 100% yield; for example, 0.34 means a 34% yield). (1) The reactants are [C:1]([O:6][C@@H:7]1[C@@H:15]([CH2:16]/[CH:17]=[CH:18]/[CH2:19][CH2:20][CH2:21][CH3:22])[C:14](=[O:23])[O:13][CH2:12][C@H:11]([NH:24][C:25](=[O:35])[C:26]2[C:31]([OH:32])=[C:30]([O:33][CH3:34])[CH:29]=[CH:28][N:27]=2)[C:10](=[O:36])[O:9][C@H:8]1[CH3:37])(=[O:5])[CH:2]([CH3:4])[CH3:3]. The catalyst is CCOC(C)=O.[Pd]. The product is [C:1]([O:6][C@@H:7]1[C@@H:15]([CH2:16][CH2:17][CH2:18][CH2:19][CH2:20][CH2:21][CH3:22])[C:14](=[O:23])[O:13][CH2:12][C@H:11]([NH:24][C:25](=[O:35])[C:26]2[C:31]([OH:32])=[C:30]([O:33][CH3:34])[CH:29]=[CH:28][N:27]=2)[C:10](=[O:36])[O:9][C@H:8]1[CH3:37])(=[O:5])[CH:2]([CH3:4])[CH3:3]. The yield is 0.990. (2) The reactants are [F:1][C:2]([F:20])([C:14]1[CH:19]=[CH:18][CH:17]=[CH:16][CH:15]=1)[CH2:3][O:4][C:5]1[CH:10]=[CH:9][C:8]([CH2:11][C:12]#[N:13])=[CH:7][CH:6]=1.[OH-].[Na+]. The catalyst is C(O)C.[Ni].O. The product is [F:1][C:2]([F:20])([C:14]1[CH:19]=[CH:18][CH:17]=[CH:16][CH:15]=1)[CH2:3][O:4][C:5]1[CH:6]=[CH:7][C:8]([CH2:11][CH2:12][NH2:13])=[CH:9][CH:10]=1. The yield is 0.980. (3) The reactants are C1(C)C=CC(S([O-])(=O)=O)=CC=1.[NH+]1C=CC=CC=1.[Cl:18][C:19]1[C:38]([Cl:39])=[CH:37][C:22]2[N:23]([CH:26]3[CH2:36][CH2:35][CH:29]4[O:30]C(C)(C)[O:32][CH:28]4[CH2:27]3)[CH:24]=[N:25][C:21]=2[CH:20]=1. The catalyst is CO. The product is [Cl:18][C:19]1[C:38]([Cl:39])=[CH:37][C:22]2[N:23]([C@@H:26]3[CH2:36][CH2:35][C@@H:29]([OH:30])[C@@H:28]([OH:32])[CH2:27]3)[CH:24]=[N:25][C:21]=2[CH:20]=1. The yield is 0.450. (4) The reactants are [F:1][C:2]([F:14])([F:13])[C:3]1[C:11]2[C:6](=[N:7][CH:8]=[N:9][C:10]=2[NH2:12])[NH:5][N:4]=1.Br[CH:16]([C:18]1[O:19][C:20](=[O:34])[C:21]2[C:26]([C:27]=1[C:28]1[CH:33]=[CH:32][CH:31]=[CH:30][CH:29]=1)=[CH:25][CH:24]=[CH:23][CH:22]=2)[CH3:17]. No catalyst specified. The product is [NH2:12][C:10]1[N:9]=[CH:8][N:7]=[C:6]2[N:5]([CH:16]([C:18]3[O:19][C:20](=[O:34])[C:21]4[C:26]([C:27]=3[C:28]3[CH:33]=[CH:32][CH:31]=[CH:30][CH:29]=3)=[CH:25][CH:24]=[CH:23][CH:22]=4)[CH3:17])[N:4]=[C:3]([C:2]([F:13])([F:1])[F:14])[C:11]=12. The yield is 0.150. (5) The yield is 0.880. The catalyst is C(OCC)(=O)C. The product is [CH3:32][S:33]([OH:36])(=[O:35])=[O:34].[O:1]1[C:5]2[CH:6]=[CH:7][CH:8]=[CH:9][C:4]=2[C:3]([N:10]2[CH2:15][CH2:14][N:13]([CH2:16][CH2:17][C:18]3[CH:19]=[C:20]4[C:24](=[CH:25][CH:26]=3)[C:23]([CH3:27])([CH3:28])[C:22](=[O:29])[C:21]4([CH3:31])[CH3:30])[CH2:12][CH2:11]2)=[N:2]1. The reactants are [O:1]1[C:5]2[CH:6]=[CH:7][CH:8]=[CH:9][C:4]=2[C:3]([N:10]2[CH2:15][CH2:14][N:13]([CH2:16][CH2:17][C:18]3[CH:19]=[C:20]4[C:24](=[CH:25][CH:26]=3)[C:23]([CH3:28])([CH3:27])[C:22](=[O:29])[C:21]4([CH3:31])[CH3:30])[CH2:12][CH2:11]2)=[N:2]1.[CH3:32][S:33]([OH:36])(=[O:35])=[O:34]. (6) The reactants are Cl[C:2]1[N:7]=[CH:6][N:5]=[C:4]([NH2:8])[CH:3]=1.[C:9]1(B(O)O)[CH:14]=[CH:13][CH:12]=[CH:11][CH:10]=1.C(=O)([O-])[O-].[Na+].[Na+].C(O)C. The catalyst is C(COC)OC.Cl[Pd](Cl)([P](C1C=CC=CC=1)(C1C=CC=CC=1)C1C=CC=CC=1)[P](C1C=CC=CC=1)(C1C=CC=CC=1)C1C=CC=CC=1.O. The product is [C:9]1([C:2]2[N:7]=[CH:6][N:5]=[C:4]([NH2:8])[CH:3]=2)[CH:14]=[CH:13][CH:12]=[CH:11][CH:10]=1. The yield is 0.390. (7) The reactants are [NH2:1][C:2]1[N:7]=[C:6]([C:8]2[C:16]3[C:11](=[N:12][CH:13]=[CH:14][C:15]=3Cl)[NH:10][CH:9]=2)[CH:5]=[CH:4][N:3]=1. The catalyst is CO. The product is [NH2:1][C:2]1[N:7]=[C:6]([C:8]2[C:16]3[C:11](=[N:12][CH:13]=[CH:14][C:15]=3[C:4]#[C:5][CH2:6][CH2:8][CH3:9])[NH:10][CH:9]=2)[CH:5]=[CH:4][N:3]=1. The yield is 0.500. (8) The reactants are C([O:8][C:9]1[CH:10]=[C:11]([CH:16]=[CH:17][C:18]=1[CH2:19][N:20]1[CH2:25][CH2:24][O:23][CH2:22][CH2:21]1)[C:12]([O:14][CH3:15])=[O:13])C1C=CC=CC=1. The catalyst is CO.[Pd]. The product is [OH:8][C:9]1[CH:10]=[C:11]([CH:16]=[CH:17][C:18]=1[CH2:19][N:20]1[CH2:21][CH2:22][O:23][CH2:24][CH2:25]1)[C:12]([O:14][CH3:15])=[O:13]. The yield is 0.880.